This data is from NCI-60 drug combinations with 297,098 pairs across 59 cell lines. The task is: Regression. Given two drug SMILES strings and cell line genomic features, predict the synergy score measuring deviation from expected non-interaction effect. Drug 1: CC1=C2C(C(=O)C3(C(CC4C(C3C(C(C2(C)C)(CC1OC(=O)C(C(C5=CC=CC=C5)NC(=O)OC(C)(C)C)O)O)OC(=O)C6=CC=CC=C6)(CO4)OC(=O)C)O)C)O. Drug 2: C1=NC2=C(N1)C(=S)N=CN2. Cell line: SN12C. Synergy scores: CSS=39.8, Synergy_ZIP=6.72, Synergy_Bliss=11.7, Synergy_Loewe=-27.4, Synergy_HSA=1.96.